Dataset: CYP2C9 inhibition data for predicting drug metabolism from PubChem BioAssay. Task: Regression/Classification. Given a drug SMILES string, predict its absorption, distribution, metabolism, or excretion properties. Task type varies by dataset: regression for continuous measurements (e.g., permeability, clearance, half-life) or binary classification for categorical outcomes (e.g., BBB penetration, CYP inhibition). Dataset: cyp2c9_veith. (1) The compound is CCNc1ncc2nc(-c3cn(C)c4ccccc34)c(=O)n(C[C@H]3CCCO3)c2n1. The result is 0 (non-inhibitor). (2) The molecule is COCC(=O)N1CCC[C@@]2(CCN(c3ccccn3)C2)C1. The result is 0 (non-inhibitor). (3) The drug is Cc1cccc(CNc2ncncc2-c2cccnc2)c1. The result is 0 (non-inhibitor). (4) The drug is COc1ccc(CNc2ccnc(-c3ccccc3C(F)(F)F)n2)c(OC)c1. The result is 0 (non-inhibitor). (5) The compound is O=C(CNC(=O)c1ccco1)OCc1c(F)cccc1Cl. The result is 0 (non-inhibitor). (6) The compound is CCOc1cc(C2NC(=O)NC(c3ccccc3)=C2C(C)=O)ccc1OCC(N)=O. The result is 1 (inhibitor).